This data is from Catalyst prediction with 721,799 reactions and 888 catalyst types from USPTO. The task is: Predict which catalyst facilitates the given reaction. (1) Reactant: Br[C:2]1[CH:7]=[C:6]([F:8])[C:5]([C:9]2[C:10](=[O:26])[CH:11]=[CH:12][N:13]3[C:18]=2[CH:17]=[CH:16][CH:15]=[C:14]3[C:19]2[CH:24]=[CH:23][C:22]([F:25])=[CH:21][CH:20]=2)=[C:4]([F:27])[CH:3]=1.[N:28]1[CH:33]=[C:32](B(O)O)[CH:31]=[N:30][CH:29]=1.CCO.C([O-])([O-])=O.[Na+].[Na+]. Product: [F:8][C:6]1[CH:7]=[C:2]([C:32]2[CH:33]=[N:28][CH:29]=[N:30][CH:31]=2)[CH:3]=[C:4]([F:27])[C:5]=1[C:9]1[C:10](=[O:26])[CH:11]=[CH:12][N:13]2[C:18]=1[CH:17]=[CH:16][CH:15]=[C:14]2[C:19]1[CH:24]=[CH:23][C:22]([F:25])=[CH:21][CH:20]=1. The catalyst class is: 109. (2) Reactant: [CH3:1][C:2]1[N:29]=[C:5]2[NH:6][C:7](=[O:28])[C:8]([CH2:13][C:14]3[CH:19]=[CH:18][C:17]([C:20]4[C:21]([C:26]#[N:27])=[CH:22][CH:23]=[CH:24][CH:25]=4)=[CH:16][CH:15]=3)=[C:9]([CH2:10][CH2:11][CH3:12])[N:4]2[N:3]=1.[CH3:30][CH:31]1[CH2:35][C:34]2[CH:36]=[C:37](B(O)O)[CH:38]=[CH:39][C:33]=2[O:32]1.C(N(CC)CC)C.N1C=CC=CC=1. Product: [CH3:1][C:2]1[N:29]=[C:5]2[N:6]([C:37]3[CH:38]=[CH:39][C:33]4[O:32][CH:31]([CH3:30])[CH2:35][C:34]=4[CH:36]=3)[C:7](=[O:28])[C:8]([CH2:13][C:14]3[CH:19]=[CH:18][C:17]([C:20]4[C:21]([C:26]#[N:27])=[CH:22][CH:23]=[CH:24][CH:25]=4)=[CH:16][CH:15]=3)=[C:9]([CH2:10][CH2:11][CH3:12])[N:4]2[N:3]=1. The catalyst class is: 560. (3) Reactant: [C:1]([CH2:3][C:4]([NH2:6])=[O:5])#[N:2].[C:7]([CH2:10][C:11](=O)[CH3:12])(=O)[CH3:8].C([O-])([O-])=O.[K+].[K+]. Product: [CH3:12][C:11]1[CH:10]=[C:7]([CH3:8])[NH:6][C:4](=[O:5])[C:3]=1[C:1]#[N:2]. The catalyst class is: 6. (4) Reactant: [N:1]1([C:7]2[N:8]=[C:9]3[NH:17][C@H:16]([C:18]([F:21])([F:20])[F:19])[CH2:15][CH2:14][N:10]3[C:11](=[O:13])[CH:12]=2)[CH2:6][CH2:5][O:4][CH2:3][CH2:2]1.C(=O)([O-])[O-].[Cs+].[Cs+].Br[CH2:29][C:30]1[CH:35]=[C:34]([F:36])[CH:33]=[C:32]([F:37])[CH:31]=1. Product: [F:36][C:34]1[CH:35]=[C:30]([CH:31]=[C:32]([F:37])[CH:33]=1)[CH2:29][N:17]1[C:9]2=[N:8][C:7]([N:1]3[CH2:6][CH2:5][O:4][CH2:3][CH2:2]3)=[CH:12][C:11](=[O:13])[N:10]2[CH2:14][CH2:15][C@H:16]1[C:18]([F:20])([F:21])[F:19]. The catalyst class is: 9.